This data is from In vitro SARS-CoV-2 activity screen of 1,480 approved drugs from Prestwick library. The task is: Binary Classification. Given a drug SMILES string, predict its activity (active/inactive) in a high-throughput screening assay against a specified biological target. (1) The drug is C=CCOC(Cn1ccnc1)c1ccc(Cl)cc1Cl. The result is 0 (inactive). (2) The compound is CC1CCc2cc(F)cc3c(=O)c(C(=O)O)cn1c23. The result is 0 (inactive). (3) The molecule is CC(=O)CC(c1ccc([N+](=O)[O-])cc1)c1c(O)c2ccccc2oc1=O. The result is 0 (inactive). (4) The molecule is CCCCNc1ccc(C(=O)OCCOCCOCCOCCOCCOCCOCCOCCOCCOC)cc1. The result is 0 (inactive). (5) The drug is CC[N+]1(C)CCCC(OC(=O)C(O)(c2ccccc2)c2ccccc2)C1.[Br-]. The result is 0 (inactive). (6) The compound is O=C1O[C@H]([C@@H](O)CO)C(O)=C1O. The result is 0 (inactive).